Dataset: Forward reaction prediction with 1.9M reactions from USPTO patents (1976-2016). Task: Predict the product of the given reaction. (1) Given the reactants Cl.[CH3:2][NH:3][O:4][CH3:5].CCN(C(C)C)C(C)C.C[Al](C)C.[CH3:19][O:20][CH2:21][C:22]1[C:23](=[O:42])[C:24]([C:38](OC)=[O:39])=[N:25][N:26]([C:28]2[CH:33]=[CH:32][CH:31]=[C:30]([C:34]([F:37])([F:36])[F:35])[CH:29]=2)[CH:27]=1, predict the reaction product. The product is: [CH3:5][O:4][N:3]([CH3:2])[C:38]([C:24]1[C:23](=[O:42])[C:22]([CH2:21][O:20][CH3:19])=[CH:27][N:26]([C:28]2[CH:33]=[CH:32][CH:31]=[C:30]([C:34]([F:35])([F:37])[F:36])[CH:29]=2)[N:25]=1)=[O:39]. (2) Given the reactants [H-].[Na+].[CH3:3][C:4]([CH3:8])=[CH:5][CH2:6][OH:7].Br[CH2:10][C:11]1[N:16]=[C:15]([NH2:17])[N:14]=[C:13]([NH2:18])[C:12]=1[C:19]1[CH:24]=[CH:23][C:22]([NH:25][CH2:26][C:27]2[CH:32]=[CH:31][C:30]([S:33]([CH3:36])(=[O:35])=[O:34])=[CH:29][CH:28]=2)=[CH:21][CH:20]=1.CN1C(=O)N(C)CCC1, predict the reaction product. The product is: [CH3:3][C:4]([CH3:8])=[CH:5][CH2:6][O:7][CH2:10][C:11]1[N:16]=[C:15]([NH2:17])[N:14]=[C:13]([NH2:18])[C:12]=1[C:19]1[CH:20]=[CH:21][C:22]([NH:25][CH2:26][C:27]2[CH:32]=[CH:31][C:30]([S:33]([CH3:36])(=[O:35])=[O:34])=[CH:29][CH:28]=2)=[CH:23][CH:24]=1. (3) Given the reactants [OH:1][C@@H:2]([CH2:24][OH:25])[CH2:3][O:4][C:5]1[CH:10]=[CH:9][C:8]([C:11]2[C:16]([C:17]#[N:18])=[C:15]([SH:19])[N:14]=[C:13]([O:20][CH3:21])[C:12]=2[C:22]#[N:23])=[CH:7][CH:6]=1.Cl[CH2:27][C:28]1[N:29]=[C:30]([C:33]2[CH:38]=[CH:37][C:36]([Cl:39])=[CH:35][CH:34]=2)[S:31][CH:32]=1.C(=O)(O)[O-].[Na+], predict the reaction product. The product is: [Cl:39][C:36]1[CH:35]=[CH:34][C:33]([C:30]2[S:31][CH:32]=[C:28]([CH2:27][S:19][C:15]3[C:16]([C:17]#[N:18])=[C:11]([C:8]4[CH:9]=[CH:10][C:5]([O:4][CH2:3][C@@H:2]([OH:1])[CH2:24][OH:25])=[CH:6][CH:7]=4)[C:12]([C:22]#[N:23])=[C:13]([O:20][CH3:21])[N:14]=3)[N:29]=2)=[CH:38][CH:37]=1. (4) Given the reactants [C:1]([C:5]1[CH:10]=[CH:9][C:8]([C:11]2[C:20]3[C:15](=[C:16]([C:21]([F:24])([F:23])[F:22])[CH:17]=[CH:18][CH:19]=3)[N:14]=[CH:13][C:12]=2[C:25]([C:27]2[CH:32]=[CH:31][CH:30]=[CH:29][N:28]=2)=O)=[CH:7][CH:6]=1)([CH3:4])([CH3:3])[CH3:2].C1(C(C2C=NC3C(C=2C2C=CC=CC=2)=CC=CC=3C(F)(F)F)=O)C=CC=CC=1, predict the reaction product. The product is: [C:1]([C:5]1[CH:6]=[CH:7][C:8]([C:11]2[C:20]3[C:15](=[C:16]([C:21]([F:22])([F:24])[F:23])[CH:17]=[CH:18][CH:19]=3)[N:14]=[CH:13][C:12]=2[CH2:25][C:27]2[CH:32]=[CH:31][CH:30]=[CH:29][N:28]=2)=[CH:9][CH:10]=1)([CH3:4])([CH3:2])[CH3:3]. (5) Given the reactants [ClH:1].Cl.[CH3:3][N:4]([CH3:29])[C@H:5]1[CH2:9][CH2:8][N:7](CC(C2(O)CCCCC2)C2C=CC=C(C(F)(F)F)C=2)[CH2:6]1.Cl.Cl.N[C@H]1CCN([CH2:38][CH:39]([C:50]2([OH:56])[CH2:55][CH2:54][CH2:53][CH2:52][CH2:51]2)[C:40]2[CH:45]=[CH:44][CH:43]=[C:42]([C:46]([F:49])([F:48])[F:47])[CH:41]=2)C1, predict the reaction product. The product is: [ClH:1].[ClH:1].[CH3:3][N:4]([CH3:29])[C@H:5]1[CH2:9][CH2:8][N:7]([CH:51]2[CH2:52][CH2:53][CH2:54][CH2:55][C:50]2([CH:39]([C:40]2[CH:45]=[CH:44][CH:43]=[C:42]([C:46]([F:47])([F:49])[F:48])[CH:41]=2)[CH3:38])[OH:56])[CH2:6]1. (6) The product is: [CH3:14][O:15][C:16]([C:18]1[O:19][C:20]([CH3:25])=[C:21]([C:23]([OH:3])=[O:24])[CH:22]=1)=[O:17]. Given the reactants CC(C)=[O:3].OS(O)(=O)=O.O=[Cr](=O)=O.[CH3:14][O:15][C:16]([C:18]1[O:19][C:20]([CH3:25])=[C:21]([CH2:23][OH:24])[CH:22]=1)=[O:17], predict the reaction product. (7) Given the reactants C([O:5][C:6](=[O:36])[CH2:7][NH:8][S:9]([C:12]1[CH:17]=[CH:16][C:15]([C:18]2[CH:23]=[CH:22][C:21]([NH:24][C:25]([C:27]3[O:28][C:29]4[CH:35]=[CH:34][CH:33]=[CH:32][C:30]=4[CH:31]=3)=[O:26])=[CH:20][CH:19]=2)=[CH:14][CH:13]=1)(=[O:11])=[O:10])(C)(C)C, predict the reaction product. The product is: [O:28]1[C:29]2[CH:35]=[CH:34][CH:33]=[CH:32][C:30]=2[CH:31]=[C:27]1[C:25]([NH:24][C:21]1[CH:22]=[CH:23][C:18]([C:15]2[CH:16]=[CH:17][C:12]([S:9]([NH:8][CH2:7][C:6]([OH:36])=[O:5])(=[O:10])=[O:11])=[CH:13][CH:14]=2)=[CH:19][CH:20]=1)=[O:26]. (8) The product is: [CH:3]([OH:28])=[O:2].[CH:25]1[C:13]2[CH2:12][C:11]3([CH2:26][CH2:27][CH:9]([N:7]4[CH2:8][CH:5]([CH2:4][C:3]([OH:28])=[O:2])[CH2:6]4)[CH2:10]3)[C:17]3[CH:18]=[CH:19][CH:20]=[CH:21][C:16]=3[CH2:15][C:14]=2[CH:22]=[CH:23][CH:24]=1. Given the reactants C[O:2][C:3](=[O:28])[CH2:4][CH:5]1[CH2:8][N:7]([CH:9]2[CH2:27][CH2:26][C:11]3([C:17]4[CH:18]=[CH:19][CH:20]=[CH:21][C:16]=4[CH2:15][C:14]4[CH:22]=[CH:23][CH:24]=[CH:25][C:13]=4[CH2:12]3)[CH2:10]2)[CH2:6]1.[OH-].[K+], predict the reaction product. (9) The product is: [OH:1][CH:2]1[CH2:3][N:4]([C:6]([N:8]2[CH2:13][CH:12]([C:14]3[CH:15]=[CH:16][C:17]([C:20]([F:23])([F:21])[F:22])=[CH:18][CH:19]=3)[CH2:11][CH:10]([C:24]3[O:26][N:31]=[C:29]([CH3:30])[N:28]=3)[CH2:9]2)=[O:7])[CH2:5]1. Given the reactants [OH:1][CH:2]1[CH2:5][N:4]([C:6]([N:8]2[CH2:13][CH:12]([C:14]3[CH:19]=[CH:18][C:17]([C:20]([F:23])([F:22])[F:21])=[CH:16][CH:15]=3)[CH2:11][CH:10]([C:24]([OH:26])=O)[CH2:9]2)=[O:7])[CH2:3]1.O[N:28]=[C:29]([NH2:31])[CH3:30], predict the reaction product. (10) Given the reactants [CH3:1][O:2][C:3](=[O:25])[CH2:4][C:5]1[CH:6]=[C:7]([C:13]2[CH:18]=[CH:17][C:16]([C:19]([F:22])([F:21])[F:20])=[CH:15][C:14]=2[CH:23]=O)[C:8]([O:11][CH3:12])=[CH:9][CH:10]=1.[CH3:26][C@H:27]([NH2:36])[C@H:28]([OH:35])[C:29]1[CH:34]=[CH:33][CH:32]=[CH:31][CH:30]=1.C(O[BH-](OC(=O)C)OC(=O)C)(=O)C.[Na+], predict the reaction product. The product is: [CH3:1][O:2][C:3](=[O:25])[CH2:4][C:5]1[CH:6]=[C:7]([C:13]2[CH:18]=[CH:17][C:16]([C:19]([F:21])([F:22])[F:20])=[CH:15][C:14]=2[CH2:23][NH:36][C@@H:27]([CH3:26])[C@H:28]([OH:35])[C:29]2[CH:30]=[CH:31][CH:32]=[CH:33][CH:34]=2)[C:8]([O:11][CH3:12])=[CH:9][CH:10]=1.